Dataset: Catalyst prediction with 721,799 reactions and 888 catalyst types from USPTO. Task: Predict which catalyst facilitates the given reaction. (1) Reactant: Cl[C:2]1[CH:7]=[N:6][CH:5]=[C:4]([Cl:8])[N:3]=1.[CH:9]([N:12]1[CH2:17][CH2:16][NH:15][CH2:14][CH2:13]1)([CH3:11])[CH3:10].C(N(CC)CC)C. Product: [Cl:8][C:4]1[CH:5]=[N:6][CH:7]=[C:2]([N:15]2[CH2:16][CH2:17][N:12]([CH:9]([CH3:11])[CH3:10])[CH2:13][CH2:14]2)[N:3]=1. The catalyst class is: 12. (2) Reactant: Cl[CH2:2][CH2:3][CH2:4][N:5]1[CH2:10][CH2:9][S:8][C:7]2[CH:11]=[C:12]([N+:15]([O-:17])=[O:16])[CH:13]=[CH:14][C:6]1=2.[NH:18]1[CH2:22][CH2:21][CH2:20][CH2:19]1.C(=O)([O-])[O-].[K+].[K+].[I-].[K+]. Product: [N+:15]([C:12]1[CH:13]=[CH:14][C:6]2[N:5]([CH2:4][CH2:3][CH2:2][N:18]3[CH2:22][CH2:21][CH2:20][CH2:19]3)[CH2:10][CH2:9][S:8][C:7]=2[CH:11]=1)([O-:17])=[O:16]. The catalyst class is: 47. (3) Reactant: [C:1]([O:5][C@@H:6]([C:11]1[C:12]([CH3:31])=[N:13][C:14]2[N:15]([N:21]=[C:22]([C:24]3[CH:29]=[CH:28][CH:27]=[C:26]([Cl:30])[CH:25]=3)[CH:23]=2)[C:16]=1[CH2:17][CH:18]([CH3:20])[CH3:19])[C:7]([O:9]C)=[O:8])([CH3:4])([CH3:3])[CH3:2].[OH-].[Na+].Cl. Product: [C:1]([O:5][C@@H:6]([C:11]1[C:12]([CH3:31])=[N:13][C:14]2[N:15]([N:21]=[C:22]([C:24]3[CH:29]=[CH:28][CH:27]=[C:26]([Cl:30])[CH:25]=3)[CH:23]=2)[C:16]=1[CH2:17][CH:18]([CH3:20])[CH3:19])[C:7]([OH:9])=[O:8])([CH3:2])([CH3:3])[CH3:4]. The catalyst class is: 5. (4) Reactant: Cl[CH2:2][C:3]1[N:7]([CH3:8])[N:6]=[N:5][N:4]=1.[C:9]1(=[O:19])[NH:13][C:12](=[O:14])[C:11]2=[CH:15][CH:16]=[CH:17][CH:18]=[C:10]12.[K].[I-].[Na+].O. Product: [CH3:8][N:7]1[C:3]([CH2:2][N:13]2[C:9](=[O:19])[C:10]3[C:11](=[CH:15][CH:16]=[CH:17][CH:18]=3)[C:12]2=[O:14])=[N:4][N:5]=[N:6]1. The catalyst class is: 9. (5) Reactant: [F-].C([N+](CCCC)(CCCC)CCCC)CCC.[Si]([O:26][C:27]1([C:30]2[N:35]=[C:34]([C:36]3[NH:57][C:39]4=[N:40][C:41]([N:44]5[CH2:49][CH2:48][CH2:47][C@@H:46]([C:50]([N:52]6[CH2:56][CH2:55][CH2:54][CH2:53]6)=[O:51])[CH2:45]5)=[CH:42][CH:43]=[C:38]4[N:37]=3)[CH:33]=[CH:32][CH:31]=2)[CH2:29][CH2:28]1)(C(C)(C)C)(C)C. Product: [OH:26][C:27]1([C:30]2[N:35]=[C:34]([C:36]3[NH:57][C:39]4=[N:40][C:41]([N:44]5[CH2:49][CH2:48][CH2:47][C@@H:46]([C:50]([N:52]6[CH2:53][CH2:54][CH2:55][CH2:56]6)=[O:51])[CH2:45]5)=[CH:42][CH:43]=[C:38]4[N:37]=3)[CH:33]=[CH:32][CH:31]=2)[CH2:29][CH2:28]1. The catalyst class is: 7. (6) Reactant: O.Cl.[NH:3]1[CH2:8][CH2:7][C:6](=[O:9])[CH2:5][CH2:4]1.[C:10]([CH:12]=[C:13]1[CH2:16][N:15]([C:17]([O:19][C:20]([CH3:23])([CH3:22])[CH3:21])=[O:18])[CH2:14]1)#[N:11].C1CCN2C(=NCCC2)CC1. Product: [C:10]([CH2:12][C:13]1([N:3]2[CH2:8][CH2:7][C:6](=[O:9])[CH2:5][CH2:4]2)[CH2:16][N:15]([C:17]([O:19][C:20]([CH3:23])([CH3:22])[CH3:21])=[O:18])[CH2:14]1)#[N:11]. The catalyst class is: 290. (7) Reactant: C([O:5][C:6]([C:8]1[C:13]([O:14][CH2:15][C:16]2[CH:21]=[CH:20][CH:19]=[CH:18][CH:17]=2)=[C:12]([OH:22])[N:11]=[C:10]([CH2:23][C:24]2([C:29]3[CH:34]=[CH:33][C:32]([Cl:35])=[CH:31][CH:30]=3)[CH2:28][CH2:27][CH2:26][CH2:25]2)[N:9]=1)=[O:7])(C)(C)C.O[Li].O. Product: [CH2:15]([O:14][C:13]1[C:8]([C:6]([OH:7])=[O:5])=[N:9][C:10]([CH2:23][C:24]2([C:29]3[CH:30]=[CH:31][C:32]([Cl:35])=[CH:33][CH:34]=3)[CH2:25][CH2:26][CH2:27][CH2:28]2)=[N:11][C:12]=1[OH:22])[C:16]1[CH:21]=[CH:20][CH:19]=[CH:18][CH:17]=1. The catalyst class is: 30.